From a dataset of Catalyst prediction with 721,799 reactions and 888 catalyst types from USPTO. Predict which catalyst facilitates the given reaction. (1) Reactant: [Br-].[CH2:2]([O:9]C(C[P+](C1C=CC=CC=1)(C1C=CC=CC=1)C1C=CC=CC=1)=O)[C:3]1[CH:8]=[CH:7]C=[CH:5][CH:4]=1.[C:32]1(C)[CH:37]=[CH:36]C=[CH:34][CH:33]=1.C[Si](C)(C)[N-][Si](C)(C)C.[K+].[C:49]([O:52][CH2:53]C)(=[O:51])[CH3:50]. Product: [C:49]([C:50]12[CH2:5][CH2:4][C:3]([CH:2]=[O:9])([CH2:8][CH2:7]1)[CH2:33][CH2:32]2)([O:52][CH3:53])=[O:51].[C:49]([OH:52])(=[O:51])[C:50]1[CH:36]=[CH:37][CH:32]=[CH:33][CH:34]=1. The catalyst class is: 1. (2) Reactant: C([BH3-])#N.[Na+].[Br:5][C:6]1[N:7]=[C:8]([NH:15][C:16]2[CH:21]=[CH:20][C:19]([CH:22]3[CH2:27][CH2:26][NH:25][CH2:24][CH2:23]3)=[CH:18][CH:17]=2)[C:9]2[N:10]([CH:12]=[CH:13][N:14]=2)[CH:11]=1.[O:28]1[CH2:31][C:30](=O)[CH2:29]1. Product: [Br:5][C:6]1[N:7]=[C:8]([NH:15][C:16]2[CH:17]=[CH:18][C:19]([CH:22]3[CH2:27][CH2:26][N:25]([CH:30]4[CH2:31][O:28][CH2:29]4)[CH2:24][CH2:23]3)=[CH:20][CH:21]=2)[C:9]2[N:10]([CH:12]=[CH:13][N:14]=2)[CH:11]=1. The catalyst class is: 466. (3) Reactant: Cl[C:2]1[NH:3][C:4](=[O:12])[C:5]2[CH:10]=[CH:9][N:8]([CH3:11])[C:6]=2[N:7]=1.[F:13][C:14]([F:25])([F:24])[C:15]1[N:20]=[CH:19][C:18](B(O)O)=[CH:17][CH:16]=1.ClCCl.C(=O)([O-])[O-].[Na+].[Na+]. Product: [CH3:11][N:8]1[C:6]2[N:7]=[C:2]([C:18]3[CH:19]=[N:20][C:15]([C:14]([F:25])([F:24])[F:13])=[CH:16][CH:17]=3)[NH:3][C:4](=[O:12])[C:5]=2[CH:10]=[CH:9]1. The catalyst class is: 8. (4) Reactant: [CH:1]([C:3]1[CH:4]=[C:5]([CH3:22])[CH:6]=[C:7]2[C:12]=1[O:11][CH:10]([C:13]([F:16])([F:15])[F:14])[C:9]([C:17]([O:19][CH2:20][CH3:21])=[O:18])=[CH:8]2)=[O:2].[BH4-].[Na+]. Product: [OH:2][CH2:1][C:3]1[CH:4]=[C:5]([CH3:22])[CH:6]=[C:7]2[C:12]=1[O:11][CH:10]([C:13]([F:15])([F:16])[F:14])[C:9]([C:17]([O:19][CH2:20][CH3:21])=[O:18])=[CH:8]2. The catalyst class is: 219.